This data is from Full USPTO retrosynthesis dataset with 1.9M reactions from patents (1976-2016). The task is: Predict the reactants needed to synthesize the given product. (1) Given the product [F:1][C:2]1[CH:3]=[CH:4][C:5]([N:8]2[C:12]3[CH:13]=[C:14]4[C@:19]([C:21]([O:23][CH3:24])=[O:22])([CH2:20][C:11]=3[CH:10]=[N:9]2)[CH2:18][N:17]([S:25]([C:28]2[CH:33]=[N:9][N:8]([CH2:5][CH2:4][CH3:3])[CH:29]=2)(=[O:26])=[O:27])[CH2:16][CH2:15]4)=[CH:6][CH:7]=1, predict the reactants needed to synthesize it. The reactants are: [F:1][C:2]1[CH:7]=[CH:6][C:5]([N:8]2[C:12]3[CH:13]=[C:14]4[C@:19]([C:21]([O:23][CH3:24])=[O:22])([CH2:20][C:11]=3[CH:10]=[N:9]2)[CH2:18][N:17]([S:25]([C:28]2[CH:33]=CC=C(C(F)(F)F)[CH:29]=2)(=[O:27])=[O:26])[CH2:16][CH2:15]4)=[CH:4][CH:3]=1.Cl. (2) Given the product [C:24]([NH:31][C:20]([C:9]1[C:8]([CH3:23])=[C:7]([C:5]2[S:6][C:2]([Cl:1])=[CH:3][CH:4]=2)[N:11]([C:12]2[CH:17]=[CH:16][C:15]([Cl:18])=[CH:14][C:13]=2[Cl:19])[N:10]=1)=[O:21])(=[O:30])[CH2:25][CH2:26][CH2:27][CH2:28][CH3:29], predict the reactants needed to synthesize it. The reactants are: [Cl:1][C:2]1[S:6][C:5]([C:7]2[N:11]([C:12]3[CH:17]=[CH:16][C:15]([Cl:18])=[CH:14][C:13]=3[Cl:19])[N:10]=[C:9]([C:20](Cl)=[O:21])[C:8]=2[CH3:23])=[CH:4][CH:3]=1.[C:24]([NH2:31])(=[O:30])[CH2:25][CH2:26][CH2:27][CH2:28][CH3:29].C[Si]([N-][Si](C)(C)C)(C)C.[Li+]. (3) Given the product [NH2:3][CH2:12][CH2:13][C:14]1[N:23]=[C:22]([C:24]([OH:26])=[O:25])[C:21]2[C:16](=[CH:17][CH:18]=[CH:19][CH:20]=2)[N:15]=1, predict the reactants needed to synthesize it. The reactants are: O=C1C2C(=CC=CC=2)C(=O)[N:3]1[CH2:12][CH2:13][C:14]1[N:23]=[C:22]([C:24]([O:26]CC)=[O:25])[C:21]2[C:16](=[CH:17][CH:18]=[CH:19][CH:20]=2)[N:15]=1.[OH-].[K+].Cl. (4) Given the product [Cl:1][C:2]1[CH:7]=[CH:6][CH:5]=[CH:4][C:3]=1[C:8]1[C:12]([C:13]([N:16]2[CH2:21][CH2:20][CH2:19][CH:18]([CH:22]([OH:24])[CH3:23])[CH2:17]2)=[O:15])=[CH:11][O:10][N:9]=1, predict the reactants needed to synthesize it. The reactants are: [Cl:1][C:2]1[CH:7]=[CH:6][CH:5]=[CH:4][C:3]=1[C:8]1[C:12]([C:13]([OH:15])=O)=[CH:11][O:10][N:9]=1.[NH:16]1[CH2:21][CH2:20][CH2:19][CH:18]([CH:22]([OH:24])[CH3:23])[CH2:17]1.CCN(CC)CC. (5) Given the product [CH3:19][C:18]1[C:3]2[C:2](=[O:29])[C:11]3[C:6](=[CH:7][CH:8]=[C:9]([C:12]([F:15])([F:14])[F:13])[CH:10]=3)[NH:5][C:4]=2[N:16]([C:20]2[CH:25]=[CH:24][CH:23]=[CH:22][N:21]=2)[N:17]=1, predict the reactants needed to synthesize it. The reactants are: Cl[C:2]1[C:11]2[C:6](=[CH:7][CH:8]=[C:9]([C:12]([F:15])([F:14])[F:13])[CH:10]=2)[N:5]=[C:4]2[N:16]([C:20]3[CH:25]=[CH:24][CH:23]=[CH:22][N:21]=3)[N:17]=[C:18]([CH3:19])[C:3]=12.Cl.C([OH:29])C. (6) Given the product [CH2:29]([N:8]([C:3]1[CH:4]=[CH:5][CH:6]=[CH:7][C:2]=1[CH3:1])[S:9]([C:12]1[CH:17]=[C:16]([N+:18]([O-:20])=[O:19])[CH:15]=[CH:14][C:13]=1[CH3:21])(=[O:11])=[O:10])[CH3:30], predict the reactants needed to synthesize it. The reactants are: [CH3:1][C:2]1[CH:7]=[CH:6][CH:5]=[CH:4][C:3]=1[NH:8][S:9]([C:12]1[CH:17]=[C:16]([N+:18]([O-:20])=[O:19])[CH:15]=[CH:14][C:13]=1[CH3:21])(=[O:11])=[O:10].C([O-])([O-])=O.[K+].[K+].I[CH2:29][CH3:30]. (7) Given the product [CH3:7][C:5]1[S:4][C:3]([C:8]2[CH:9]=[CH:10][N:32]=[C:30]([NH:29][C:26]3[CH:25]=[CH:24][C:23]([S:20]([CH3:19])(=[O:21])=[O:22])=[CH:28][CH:27]=3)[N:31]=2)=[C:2]([CH3:1])[N:6]=1, predict the reactants needed to synthesize it. The reactants are: [CH3:1][C:2]1[N:6]=[C:5]([CH3:7])[S:4][C:3]=1/[CH:8]=[CH:9]/[C:10](N(C)C)=O.[N+]([O-])(O)=O.[CH3:19][S:20]([C:23]1[CH:28]=[CH:27][C:26]([NH:29][C:30]([NH2:32])=[NH:31])=[CH:25][CH:24]=1)(=[O:22])=[O:21]. (8) Given the product [F:1][C:2]1[CH:3]=[N:4][C:5]2[C:10]([C:11]=1[N:12]1[CH2:17][CH2:16][N:15]([CH2:18][CH2:19][NH:20][CH2:41][C:39]3[CH:38]=[CH:37][C:34]4[S:35][CH2:36][C:31](=[O:30])[NH:32][C:33]=4[N:40]=3)[CH2:14][CH2:13]1)=[N:9][C:8]([O:21][CH3:22])=[CH:7][CH:6]=2, predict the reactants needed to synthesize it. The reactants are: [F:1][C:2]1[CH:3]=[N:4][C:5]2[C:10]([C:11]=1[N:12]1[CH2:17][CH2:16][N:15]([CH2:18][CH2:19][NH2:20])[CH2:14][CH2:13]1)=[N:9][C:8]([O:21][CH3:22])=[CH:7][CH:6]=2.[O-]S([O-])(=O)=O.[Na+].[Na+].[O:30]=[C:31]1[CH2:36][S:35][C:34]2[CH:37]=[CH:38][C:39]([CH:41]=O)=[N:40][C:33]=2[NH:32]1.[BH4-].[Na+].